From a dataset of Peptide-MHC class II binding affinity with 134,281 pairs from IEDB. Regression. Given a peptide amino acid sequence and an MHC pseudo amino acid sequence, predict their binding affinity value. This is MHC class II binding data. The peptide sequence is KLRFTCLSSTGSSCL. The MHC is DRB1_0405 with pseudo-sequence DRB1_0405. The binding affinity (normalized) is 0.526.